Regression. Given a peptide amino acid sequence and an MHC pseudo amino acid sequence, predict their binding affinity value. This is MHC class I binding data. From a dataset of Peptide-MHC class I binding affinity with 185,985 pairs from IEDB/IMGT. The peptide sequence is PEYDLELI. The MHC is Mamu-A11 with pseudo-sequence Mamu-A11. The binding affinity (normalized) is 0.207.